This data is from Catalyst prediction with 721,799 reactions and 888 catalyst types from USPTO. The task is: Predict which catalyst facilitates the given reaction. (1) Reactant: Br[C:2]1[CH:3]=[CH:4][C:5]([O:9][CH3:10])=[C:6]([NH2:8])[CH:7]=1.C([O-])([O-])=O.[K+].[K+].[CH2:17](OB(C=C)OCCCC)[CH2:18]CC. Product: [CH3:10][O:9][C:5]1[CH:4]=[CH:3][C:2]([CH:17]=[CH2:18])=[CH:7][C:6]=1[NH2:8]. The catalyst class is: 108. (2) Reactant: [Cl:1][C:2]1[CH:7]=[C:6]([Cl:8])[CH:5]=[CH:4][C:3]=1[C:9]1([OH:35])[C:17]2[C:12](=[CH:13][C:14]([C:22]#[N:23])=[CH:15][C:16]=2[C:18]([F:21])([F:20])[F:19])[N:11]([CH2:24][C@H:25]2[CH2:28][C@H:27]([N:29]([CH2:32][CH3:33])[CH2:30][CH3:31])[CH2:26]2)[C:10]1=[O:34].[OH-].[K+].C(OCC)(=[O:40])C.O. Product: [ClH:1].[Cl:1][C:2]1[CH:7]=[C:6]([Cl:8])[CH:5]=[CH:4][C:3]=1[C:9]1([OH:35])[C:17]2[C:12](=[CH:13][C:14]([C:22]([NH2:23])=[O:40])=[CH:15][C:16]=2[C:18]([F:21])([F:20])[F:19])[N:11]([CH2:24][C@H:25]2[CH2:28][C@H:27]([N:29]([CH2:30][CH3:31])[CH2:32][CH3:33])[CH2:26]2)[C:10]1=[O:34]. The catalyst class is: 107. (3) Reactant: [Cl:1][C:2]1[C:6]([Cl:7])=[C:5]([CH3:8])[NH:4][C:3]=1[C:9]([NH:11][C@@H:12]1[CH2:17][CH2:16][N:15]([C:18]2[S:19][C:20]([C:25]([O:27][CH2:28][CH3:29])=[O:26])=[C:21]([CH2:23]O)[N:22]=2)[CH2:14][C@@H:13]1[O:30][CH3:31])=[O:10].C1(P([N:46]=[N+:47]=[N-:48])(C2C=CC=CC=2)=O)C=CC=CC=1.C1CCN2C(=NCCC2)CC1. Product: [N:46]([CH2:23][C:21]1[N:22]=[C:18]([N:15]2[CH2:16][CH2:17][C@@H:12]([NH:11][C:9]([C:3]3[NH:4][C:5]([CH3:8])=[C:6]([Cl:7])[C:2]=3[Cl:1])=[O:10])[C@@H:13]([O:30][CH3:31])[CH2:14]2)[S:19][C:20]=1[C:25]([O:27][CH2:28][CH3:29])=[O:26])=[N+:47]=[N-:48]. The catalyst class is: 11. (4) Reactant: [C:1]([O:5][C:6]([N:8]1[CH2:13][CH2:12][C:11]([C:15]2[CH:20]=[CH:19][CH:18]=[C:17]([CH2:21][NH2:22])[CH:16]=2)([OH:14])[CH2:10][CH2:9]1)=[O:7])([CH3:4])([CH3:3])[CH3:2].C(Cl)Cl.C(=O)([O-])[O-].[K+].[K+].[CH2:32]([O:39][C:40](Cl)=[O:41])[C:33]1[CH:38]=[CH:37][CH:36]=[CH:35][CH:34]=1. Product: [C:1]([O:5][C:6]([N:8]1[CH2:9][CH2:10][C:11]([C:15]2[CH:20]=[CH:19][CH:18]=[C:17]([CH2:21][NH:22][C:40]([O:39][CH2:32][C:33]3[CH:38]=[CH:37][CH:36]=[CH:35][CH:34]=3)=[O:41])[CH:16]=2)([OH:14])[CH2:12][CH2:13]1)=[O:7])([CH3:4])([CH3:2])[CH3:3]. The catalyst class is: 6. (5) Reactant: [NH2:1][C:2]1[N:3]=[C:4]([C:17]2[CH:22]=[CH:21][CH:20]=[CH:19][CH:18]=2)[C:5]([C:9]2[CH:10]=[CH:11][C:12](=[O:16])[N:13]([CH3:15])[N:14]=2)=[N:6][C:7]=1Br.C(N)C1C=CC=CC=1.O.C[C:33]([N:35](C)[CH3:36])=O. Product: [NH2:1][C:2]1[N:3]=[C:4]([C:17]2[CH:22]=[CH:21][CH:20]=[CH:19][CH:18]=2)[C:5]([C:9]2[CH:10]=[CH:11][C:12](=[O:16])[N:13]([CH3:15])[N:14]=2)=[N:6][C:7]=1[N:35]([CH3:36])[CH3:33]. The catalyst class is: 22. (6) Reactant: [CH2:1]([O:4][C:5]1([CH3:34])[CH2:10][CH2:9][N:8]([C:11]2[N:16]3[N:17]=[C:18]([CH2:20]I)[CH:19]=[C:15]3[N:14]=[C:13]([CH3:22])[C:12]=2[C@H:23]([O:29][C:30]([CH3:33])([CH3:32])[CH3:31])[C:24]([O:26][CH2:27][CH3:28])=[O:25])[CH2:7][CH2:6]1)[CH:2]=[CH2:3].[CH2:35]([C:38]1[CH:43]=[C:42]([F:44])[C:41]([F:45])=[CH:40][C:39]=1[CH2:46][OH:47])[CH:36]=[CH2:37].[H-].[Na+]. Product: [CH2:35]([C:38]1[CH:43]=[C:42]([F:44])[C:41]([F:45])=[CH:40][C:39]=1[CH2:46][O:47][CH2:20][C:18]1[CH:19]=[C:15]2[N:14]=[C:13]([CH3:22])[C:12]([C@H:23]([O:29][C:30]([CH3:33])([CH3:32])[CH3:31])[C:24]([O:26][CH2:27][CH3:28])=[O:25])=[C:11]([N:8]3[CH2:9][CH2:10][C:5]([O:4][CH2:1][CH:2]=[CH2:3])([CH3:34])[CH2:6][CH2:7]3)[N:16]2[N:17]=1)[CH:36]=[CH2:37]. The catalyst class is: 3.